The task is: Predict the product of the given reaction.. This data is from Forward reaction prediction with 1.9M reactions from USPTO patents (1976-2016). (1) Given the reactants [NH2:1][C:2]1[CH:3]=[CH:4][C:5]([O:16][C:17]2[CH:22]=[CH:21][CH:20]=[CH:19][CH:18]=2)=[C:6]([C:8]2[CH:9]=[CH:10][C:11](=[O:15])[N:12]([CH3:14])[CH:13]=2)[CH:7]=1.[C:23]([NH:30][CH2:31][C:32](O)=[O:33])([O:25][C:26]([CH3:29])([CH3:28])[CH3:27])=[O:24].C(N(CC)CC)C.CN(C(ON1N=NC2C=CC=NC1=2)=[N+](C)C)C.F[P-](F)(F)(F)(F)F, predict the reaction product. The product is: [CH3:14][N:12]1[C:11](=[O:15])[CH:10]=[CH:9][C:8]([C:6]2[CH:7]=[C:2]([NH:1][C:32](=[O:33])[CH2:31][NH:30][C:23](=[O:24])[O:25][C:26]([CH3:27])([CH3:28])[CH3:29])[CH:3]=[CH:4][C:5]=2[O:16][C:17]2[CH:18]=[CH:19][CH:20]=[CH:21][CH:22]=2)=[CH:13]1. (2) Given the reactants [OH:1][C:2]1[CH:11]=[CH:10][C:9]([N:12]2[CH2:17][CH2:16][O:15][CH2:14][CH2:13]2)=[CH:8][C:3]=1[C:4]([O:6]C)=[O:5].[Li+].[OH-], predict the reaction product. The product is: [OH:1][C:2]1[CH:11]=[CH:10][C:9]([N:12]2[CH2:13][CH2:14][O:15][CH2:16][CH2:17]2)=[CH:8][C:3]=1[C:4]([OH:6])=[O:5]. (3) The product is: [NH:11]([CH:10]=[C:7]([CH2:6][C:5]1[CH:17]=[CH:18][C:19]([O:20][CH2:21][C:22]2[CH:23]=[CH:24][C:25]([O:28][CH3:29])=[CH:26][CH:27]=2)=[C:3]([O:2][CH3:1])[CH:4]=1)[C:8]#[N:9])[C:16]1[CH:34]=[CH:33][CH:32]=[CH:37][CH:15]=1. Given the reactants [CH3:1][O:2][C:3]1[CH:4]=[C:5]([CH:17]=[CH:18][C:19]=1[O:20][CH2:21][C:22]1[CH:27]=[CH:26][C:25]([O:28][CH3:29])=[CH:24][CH:23]=1)[CH2:6][C:7](=[CH:10][N:11]1[CH2:16][CH2:15]OCC1)[C:8]#[N:9].Cl.N[C:32]1[CH:37]=CC=[CH:34][CH:33]=1.O, predict the reaction product. (4) Given the reactants [Cl:1][C:2]1[C:7]2[O:8][CH2:9][O:10][C:6]=2[CH:5]=[C:4]([CH:11]([C:14](=O)[C:15]([F:18])([F:17])[F:16])[C:12]#[N:13])[CH:3]=1.O=P(Cl)(Cl)[Cl:22].C(N(CC)CC)C, predict the reaction product. The product is: [Cl:22][C:14]([C:15]([F:18])([F:17])[F:16])=[C:11]([C:4]1[CH:3]=[C:2]([Cl:1])[C:7]2[O:8][CH2:9][O:10][C:6]=2[CH:5]=1)[C:12]#[N:13]. (5) Given the reactants [Br:1][C:2]1[CH:7]=[CH:6][CH:5]=[C:4]([N:8]([CH3:10])[NH2:9])[N:3]=1.[N:11]12[CH2:19][CH2:18][CH:15]([CH2:16][CH2:17]1)[C:14](=O)[CH2:13][CH2:12]2.C1(C)C=CC(S(O)(=O)=O)=CC=1.O, predict the reaction product. The product is: [Br:1][C:2]1[N:3]=[C:4]([N:8]([CH3:10])/[N:9]=[C:14]2/[CH2:13][CH2:12][N:11]3[CH2:19][CH2:18][CH:15]/2[CH2:16][CH2:17]3)[CH:5]=[CH:6][CH:7]=1. (6) Given the reactants Cl[C:2]1(Cl)[CH2:7][O:6][CH2:5][CH2:4][O:3]1.[CH3:9][C:10]1[CH:16]=[C:15]([N+:17]([O-:19])=[O:18])[CH:14]=[CH:13][C:11]=1[NH2:12], predict the reaction product. The product is: [N+:17]([C:15]1[CH:14]=[CH:13][C:11]([N:12]2[CH2:2][CH2:7][O:6][CH2:5][C:4]2=[O:3])=[C:10]([CH3:9])[CH:16]=1)([O-:19])=[O:18]. (7) Given the reactants Cl[C:2]1[C:11]2[C:6](=[CH:7][C:8]([F:15])=[C:9]([N+:12]([O-:14])=[O:13])[CH:10]=2)[N:5]=[CH:4][N:3]=1.[F:16][C:17]1[CH:30]=[CH:29][C:20]([O:21][C:22]2[CH:28]=[CH:27][C:25]([NH2:26])=[CH:24][CH:23]=2)=[CH:19][CH:18]=1, predict the reaction product. The product is: [F:15][C:8]1[CH:7]=[C:6]2[C:11]([C:2]([NH:26][C:25]3[CH:24]=[CH:23][C:22]([O:21][C:20]4[CH:29]=[CH:30][C:17]([F:16])=[CH:18][CH:19]=4)=[CH:28][CH:27]=3)=[N:3][CH:4]=[N:5]2)=[CH:10][C:9]=1[N+:12]([O-:14])=[O:13].